Dataset: Forward reaction prediction with 1.9M reactions from USPTO patents (1976-2016). Task: Predict the product of the given reaction. (1) The product is: [F:1][C:2]1[CH:7]=[CH:6][C:5](/[CH:8]=[C:9]2/[C:10](=[O:16])[N:11]=[C:12]([N:20]3[CH2:24][CH2:23][CH2:22][NH:21]3)[S:13]/2)=[C:4]([OH:17])[CH:3]=1. Given the reactants [F:1][C:2]1[CH:7]=[CH:6][C:5](/[CH:8]=[C:9]2/[C:10](=[O:16])[N:11]=[C:12](SC)[S:13]/2)=[C:4]([OH:17])[CH:3]=1.Cl.Cl.[NH:20]1[CH2:24][CH2:23][C:22](=O)[NH:21]1.C(N(C(C)C)CC)(C)C, predict the reaction product. (2) Given the reactants [CH:1]1([N:4]([CH2:12][C:13]2[CH:18]=[C:17]([CH:19]=[O:20])[CH:16]=[C:15]([Cl:21])[C:14]=2[Cl:22])[C:5](=[O:11])[O:6][C:7]([CH3:10])([CH3:9])[CH3:8])[CH2:3][CH2:2]1.[BH4-].[Na+], predict the reaction product. The product is: [CH:1]1([N:4]([CH2:12][C:13]2[CH:18]=[C:17]([CH2:19][OH:20])[CH:16]=[C:15]([Cl:21])[C:14]=2[Cl:22])[C:5](=[O:11])[O:6][C:7]([CH3:9])([CH3:10])[CH3:8])[CH2:3][CH2:2]1. (3) Given the reactants [Br:1][C:2]1[CH:7]=[CH:6][C:5]([NH:8][C:9]2[C:10]([C:17]([OH:19])=O)=[CH:11][N:12]([CH3:16])[C:13](=[O:15])[CH:14]=2)=[C:4]([F:20])[CH:3]=1.CCN=C=NCCCN(C)C.C1C=CC2N(O)N=NC=2C=1.[CH:42]1([CH2:45][O:46][NH2:47])[CH2:44][CH2:43]1.CCN(CC)CC, predict the reaction product. The product is: [CH:42]1([CH2:45][O:46][NH:47][C:17]([C:10]2[C:9]([NH:8][C:5]3[CH:6]=[CH:7][C:2]([Br:1])=[CH:3][C:4]=3[F:20])=[CH:14][C:13](=[O:15])[N:12]([CH3:16])[CH:11]=2)=[O:19])[CH2:44][CH2:43]1. (4) Given the reactants [CH2:1]([O:3][C:4](=[O:16])[CH2:5][O:6][C:7]1[CH:8]=[C:9]2[C:13](=[CH:14][CH:15]=1)[NH:12][CH:11]=[CH:10]2)C.[H-].[Na+].[CH3:19][N:20]1[C:24]([C:25]([F:28])([F:27])[F:26])=[CH:23][C:22]([C:29]2[S:33][C:32]([S:34](Cl)(=[O:36])=[O:35])=[CH:31][CH:30]=2)=[N:21]1, predict the reaction product. The product is: [CH3:1][O:3][C:4](=[O:16])[CH2:5][O:6][C:7]1[CH:8]=[C:9]2[C:13](=[CH:14][CH:15]=1)[N:12]([S:34]([C:32]1[S:33][C:29]([C:22]3[CH:23]=[C:24]([C:25]([F:26])([F:27])[F:28])[N:20]([CH3:19])[N:21]=3)=[CH:30][CH:31]=1)(=[O:35])=[O:36])[CH:11]=[CH:10]2.